Task: Predict the product of the given reaction.. Dataset: Forward reaction prediction with 1.9M reactions from USPTO patents (1976-2016) (1) Given the reactants [CH3:1][O:2][C:3]1[C:8]2[O:9][C:10]3[C:11]4[CH:12]([CH2:13][NH:14][CH2:15][C:16]=4[CH:17]=[CH:18][CH:19]=3)[C:7]=2[CH:6]=[CH:5][C:4]=1[O:20][CH3:21].C(=O)([O-])[O-].[K+].[K+].[CH2:28](Br)[CH:29]=[CH2:30], predict the reaction product. The product is: [CH2:30]([N:14]1[CH2:13][CH:12]2[C:7]3[CH:6]=[CH:5][C:4]([O:20][CH3:21])=[C:3]([O:2][CH3:1])[C:8]=3[O:9][C:10]3[C:11]2=[C:16]([CH:17]=[CH:18][CH:19]=3)[CH2:15]1)[CH:29]=[CH2:28]. (2) Given the reactants C(OC([N:8]1[CH2:16][C:15]2[C:10](=[CH:11][C:12]([N:18]3[CH2:23][CH2:22][O:21][CH2:20][CH2:19]3)=[C:13]([CH3:17])[CH:14]=2)[CH2:9]1)=O)(C)(C)C.[ClH:24], predict the reaction product. The product is: [ClH:24].[CH3:17][C:13]1[CH:14]=[C:15]2[C:10](=[CH:11][C:12]=1[N:18]1[CH2:23][CH2:22][O:21][CH2:20][CH2:19]1)[CH2:9][NH:8][CH2:16]2. (3) Given the reactants [F:1][C:2]([F:10])([F:9])[C:3]([OH:8])([CH2:6][OH:7])[CH2:4][OH:5].[C:11]([O:16]C=C)(=O)[CH2:12][CH2:13][CH3:14], predict the reaction product. The product is: [F:1][C:2]([F:10])([F:9])[C:3]([OH:8])([CH2:6][OH:7])[CH2:4][OH:5].[C:11]([O:5][CH2:4][C:3]([CH2:6][O:7][C:11](=[O:16])[CH2:12][CH2:13][CH3:14])([OH:8])[C:2]([F:10])([F:9])[F:1])(=[O:16])[CH2:12][CH2:13][CH3:14]. (4) Given the reactants [O:1]1[C:5]2([CH2:10][CH2:9][N:8]([C:11]3[O:16][C:15](=[O:17])[C:14]4[CH:18]=[CH:19][CH:20]=[CH:21][C:13]=4[N:12]=3)[CH2:7][CH2:6]2)[O:4][CH2:3][CH2:2]1.[NH2:22][C:23]1[CH:28]=[CH:27][C:26]([Cl:29])=[CH:25][N:24]=1, predict the reaction product. The product is: [Cl:29][C:26]1[CH:27]=[CH:28][C:23]([NH:22][C:15](=[O:17])[C:14]2[CH:18]=[CH:19][CH:20]=[CH:21][C:13]=2[NH:12][C:11]([N:8]2[CH2:7][CH2:6][C:5]3([O:4][CH2:3][CH2:2][O:1]3)[CH2:10][CH2:9]2)=[O:16])=[N:24][CH:25]=1. (5) Given the reactants [CH3:1][O:2][C:3]1[CH:4]=[C:5]([CH:31]=[CH:32][C:33]=1[O:34][CH3:35])[CH2:6][CH:7]1[C:16]2[C:11](=[C:12]([O:18][CH3:19])[CH:13]=[CH:14][C:15]=2[OH:17])[CH2:10][CH2:9][N:8]1[CH2:20][C:21]([NH:23][CH2:24][C:25]1[CH:30]=[CH:29][CH:28]=[CH:27][N:26]=1)=[O:22].[CH:36](Br)([CH3:38])[CH3:37], predict the reaction product. The product is: [CH3:1][O:2][C:3]1[CH:4]=[C:5]([CH:31]=[CH:32][C:33]=1[O:34][CH3:35])[CH2:6][CH:7]1[C:16]2[C:11](=[C:12]([O:18][CH3:19])[CH:13]=[CH:14][C:15]=2[O:17][CH:36]([CH3:38])[CH3:37])[CH2:10][CH2:9][N:8]1[CH2:20][C:21]([NH:23][CH2:24][C:25]1[CH:30]=[CH:29][CH:28]=[CH:27][N:26]=1)=[O:22]. (6) Given the reactants CO[C:3]([CH2:5][C:6]([CH2:8][C:9]([O:11][CH3:12])=[O:10])=[O:7])=[O:4].CC(C)([O-])C.[K+].[F:19][C:20]([F:24])([F:23])[C:21]#[N:22], predict the reaction product. The product is: [CH3:12][O:11][C:9]([C:8]1[C:6]([OH:7])=[CH:5][C:3](=[O:4])[NH:22][C:21]=1[C:20]([F:24])([F:23])[F:19])=[O:10]. (7) Given the reactants [Cl:1][C:2]1[CH:3]=[C:4]([C:9]2([C:25]([F:28])([F:27])[F:26])[O:13][N:12]=[C:11]([C:14]3[CH:19]=[CH:18][C:17]([CH2:20][NH2:21])=[C:16]([N+:22]([O-:24])=[O:23])[CH:15]=3)[CH2:10]2)[CH:5]=[C:6]([Cl:8])[CH:7]=1.[C:29](OC(=O)C)(=[O:31])[CH3:30].C(N(CC)CC)C, predict the reaction product. The product is: [Cl:1][C:2]1[CH:3]=[C:4]([C:9]2([C:25]([F:26])([F:28])[F:27])[O:13][N:12]=[C:11]([C:14]3[CH:19]=[CH:18][C:17]([CH2:20][NH:21][C:29](=[O:31])[CH3:30])=[C:16]([N+:22]([O-:24])=[O:23])[CH:15]=3)[CH2:10]2)[CH:5]=[C:6]([Cl:8])[CH:7]=1.